Task: Predict the reactants needed to synthesize the given product.. Dataset: Full USPTO retrosynthesis dataset with 1.9M reactions from patents (1976-2016) (1) Given the product [CH3:1][N:2]1[CH2:11][CH2:10][C:9]2[CH:8]=[C:7]3[N+:12]([O-:14])=[N:16][C:17]([NH2:18])=[N:15][C:6]3=[CH:5][C:4]=2[CH2:3]1, predict the reactants needed to synthesize it. The reactants are: [CH3:1][N:2]1[CH2:11][CH2:10][C:9]2[C:4](=[CH:5][C:6]([NH2:15])=[C:7]([N+:12]([O-:14])=O)[CH:8]=2)[CH2:3]1.[N:16]#[C:17][NH2:18].[CH]Cl.[OH-].[Na+]. (2) The reactants are: [Cl:1][C:2]1[C:11]([CH2:12][N:13]([CH:21]2[CH2:26][CH2:25][N:24]([CH2:27][CH2:28][N:29]3[C:38]4[C:33](=[CH:34][CH:35]=[C:36]([O:39][CH3:40])[CH:37]=4)[N:32]=[CH:31][C:30]3=[O:41])[CH2:23][CH2:22]2)C(=O)OC(C)(C)C)=[N:10][C:9]2[N:8]([CH3:42])[C:7](=[O:43])[CH2:6][S:5][C:4]=2[CH:3]=1.FC(F)(F)C(O)=O. Given the product [Cl:1][C:2]1[C:11]([CH2:12][NH:13][CH:21]2[CH2:26][CH2:25][N:24]([CH2:27][CH2:28][N:29]3[C:38]4[C:33](=[CH:34][CH:35]=[C:36]([O:39][CH3:40])[CH:37]=4)[N:32]=[CH:31][C:30]3=[O:41])[CH2:23][CH2:22]2)=[N:10][C:9]2[N:8]([CH3:42])[C:7](=[O:43])[CH2:6][S:5][C:4]=2[CH:3]=1, predict the reactants needed to synthesize it.